Regression. Given a peptide amino acid sequence and an MHC pseudo amino acid sequence, predict their binding affinity value. This is MHC class I binding data. From a dataset of Peptide-MHC class I binding affinity with 185,985 pairs from IEDB/IMGT. The peptide sequence is VGRVYVKF. The MHC is Mamu-B52 with pseudo-sequence Mamu-B52. The binding affinity (normalized) is 0.689.